Dataset: Full USPTO retrosynthesis dataset with 1.9M reactions from patents (1976-2016). Task: Predict the reactants needed to synthesize the given product. (1) Given the product [Cl:16][C:10]1[C:9]([CH3:17])=[C:8]([N+:18]([O-:20])=[O:19])[C:7]([C:26]2[CH:25]=[C:24]([F:23])[CH:29]=[C:28]([F:30])[CH:27]=2)=[C:12]([C:13](=[O:15])[CH3:14])[CH:11]=1, predict the reactants needed to synthesize it. The reactants are: FC(F)(F)S(O[C:7]1[C:12]([C:13](=[O:15])[CH3:14])=[CH:11][C:10]([Cl:16])=[C:9]([CH3:17])[C:8]=1[N+:18]([O-:20])=[O:19])(=O)=O.[F:23][C:24]1[CH:25]=[C:26](B(O)O)[CH:27]=[C:28]([F:30])[CH:29]=1.N#N. (2) The reactants are: Br[Mg][CH:3]1[CH2:6][CH2:5][CH2:4]1.Br[C:8]1[CH:17]=[CH:16][C:11]([C:12]([O:14][CH3:15])=[O:13])=[CH:10][CH:9]=1. Given the product [CH:3]1([C:8]2[CH:17]=[CH:16][C:11]([C:12]([O:14][CH3:15])=[O:13])=[CH:10][CH:9]=2)[CH2:6][CH2:5][CH2:4]1, predict the reactants needed to synthesize it. (3) Given the product [CH3:8][O:9][C:10]1[CH:17]=[C:16]([O:18][CH3:19])[CH:15]=[CH:14][C:11]=1[CH2:12][NH:1][C:2]1[CH:7]=[CH:6][N:5]=[CH:4][N:3]=1, predict the reactants needed to synthesize it. The reactants are: [NH2:1][C:2]1[CH:7]=[CH:6][N:5]=[CH:4][N:3]=1.[CH3:8][O:9][C:10]1[CH:17]=[C:16]([O:18][CH3:19])[CH:15]=[CH:14][C:11]=1[CH:12]=O.N1CCCCC1.[BH4-].[Na+]. (4) Given the product [CH2:1]([N:8]1[CH2:14][C:13]2[N:15]=[CH:16][C:17]([N:21]([CH3:20])[CH:22]([CH3:24])[CH3:23])=[N:18][C:12]=2[O:11][CH2:10][CH2:9]1)[C:2]1[CH:7]=[CH:6][CH:5]=[CH:4][CH:3]=1, predict the reactants needed to synthesize it. The reactants are: [CH2:1]([N:8]1[CH2:14][C:13]2[N:15]=[CH:16][C:17](Cl)=[N:18][C:12]=2[O:11][CH2:10][CH2:9]1)[C:2]1[CH:7]=[CH:6][CH:5]=[CH:4][CH:3]=1.[CH3:20][NH:21][CH:22]([CH3:24])[CH3:23].CC(C1C=C(C(C)C)C(C2C=CC=CC=2P(C2CCCCC2)C2CCCCC2)=C(C(C)C)C=1)C.CC(C)([O-])C.[Na+]. (5) Given the product [Cl:46][C:47]1[CH:48]=[C:49]([CH:50]=[C:51]([Cl:53])[CH:52]=1)[CH2:54][NH:55][C:28]([N:9]1[CH2:8][CH2:7][CH2:6][N:5]2[N:1]=[C:2]([C:11]([N:13]3[CH:14]4[CH2:21][CH2:20][CH2:19][CH:18]3[CH2:17][CH:16]([C:22]([O:24][CH2:25][CH3:26])=[O:23])[CH2:15]4)=[O:12])[CH:3]=[C:4]2[CH2:10]1)=[O:30], predict the reactants needed to synthesize it. The reactants are: [N:1]1[N:5]2[CH2:6][CH2:7][CH2:8][NH:9][CH2:10][C:4]2=[CH:3][C:2]=1[C:11]([N:13]1[CH:18]2[CH2:19][CH2:20][CH2:21][CH:14]1[CH2:15][CH:16]([C:22]([O:24][CH2:25][CH3:26])=[O:23])[CH2:17]2)=[O:12].Cl[C:28](Cl)([O:30]C(=O)OC(Cl)(Cl)Cl)Cl.CCN(CC)CC.[Cl:46][C:47]1[CH:48]=[C:49]([CH2:54][NH2:55])[CH:50]=[C:51]([Cl:53])[CH:52]=1.